Regression. Given a peptide amino acid sequence and an MHC pseudo amino acid sequence, predict their binding affinity value. This is MHC class II binding data. From a dataset of Peptide-MHC class II binding affinity with 134,281 pairs from IEDB. (1) The peptide sequence is AIKAGTGGAYESYKF. The MHC is HLA-DQA10102-DQB10502 with pseudo-sequence HLA-DQA10102-DQB10502. The binding affinity (normalized) is 0.0454. (2) The peptide sequence is EVTMLYVVASPDLMT. The MHC is DRB1_0701 with pseudo-sequence DRB1_0701. The binding affinity (normalized) is 0.809. (3) The peptide sequence is AAPLSWSKDIYNYME. The MHC is HLA-DQA10102-DQB10602 with pseudo-sequence HLA-DQA10102-DQB10602. The binding affinity (normalized) is 0.273. (4) The peptide sequence is KEVSGVKGFTLGRDG. The MHC is HLA-DQA10201-DQB10402 with pseudo-sequence HLA-DQA10201-DQB10402. The binding affinity (normalized) is 0.432. (5) The MHC is DRB1_0401 with pseudo-sequence DRB1_0401. The binding affinity (normalized) is 0.661. The peptide sequence is EEFVVEFDLPAIK.